Dataset: Forward reaction prediction with 1.9M reactions from USPTO patents (1976-2016). Task: Predict the product of the given reaction. (1) Given the reactants C[O:2][C:3]([C:5]1[CH:14]=[C:13]2[C:8]([C@H:9]([NH:15][C:16]([O:18][CH2:19][C:20]3[CH:25]=[CH:24][CH:23]=[CH:22][CH:21]=3)=[O:17])[CH2:10][CH2:11][S:12]2)=[CH:7][CH:6]=1)=[O:4].C(=O)([O-])[O-].[K+].[K+], predict the reaction product. The product is: [CH2:19]([O:18][C:16]([NH:15][C@H:9]1[C:8]2[C:13](=[CH:14][C:5]([C:3]([OH:4])=[O:2])=[CH:6][CH:7]=2)[S:12][CH2:11][CH2:10]1)=[O:17])[C:20]1[CH:25]=[CH:24][CH:23]=[CH:22][CH:21]=1. (2) Given the reactants Br[C:2]1[CH:3]=[C:4]([C:9]2[C:10]([C:22]3[CH:27]=[CH:26][CH:25]=[CH:24][N:23]=3)=[N:11][N:12]([CH2:14][O:15][CH2:16][CH2:17][Si:18]([CH3:21])([CH3:20])[CH3:19])[CH:13]=2)[CH:5]=[CH:6][C:7]=1[F:8].[CH3:28][N:29]1[CH:33]=[C:32](B2OC(C)(C)C(C)(C)O2)[CH:31]=[N:30]1, predict the reaction product. The product is: [F:8][C:7]1[CH:6]=[CH:5][C:4]([C:9]2[C:10]([C:22]3[CH:27]=[CH:26][CH:25]=[CH:24][N:23]=3)=[N:11][N:12]([CH2:14][O:15][CH2:16][CH2:17][Si:18]([CH3:21])([CH3:20])[CH3:19])[CH:13]=2)=[CH:3][C:2]=1[C:32]1[CH:31]=[N:30][N:29]([CH3:28])[CH:33]=1.